From a dataset of Drug-target binding data from BindingDB using IC50 measurements. Regression. Given a target protein amino acid sequence and a drug SMILES string, predict the binding affinity score between them. We predict pIC50 (pIC50 = -log10(IC50 in M); higher means more potent). Dataset: bindingdb_ic50. (1) The compound is O=C(CS)Nc1cc(-c2cccc(C(F)(F)F)c2)n[nH]1. The target protein sequence is MPFVNKQFNYKDPVNGVDIAYIKIPNAGQMQPVKAFKIHNKIWVIPERDTFTNPEEGDLNPPPEAKQVPVSYYDSTYLSTDNEKDNYLKGVTKLFERIYSTDLGRMLLTSIVRGIPFWGGSTIDTELKVIDTNCINVIQPDGSYRSEELNLVIIGPSADIIQFECKSFGHDVLNLTRNGYGSTQYIRFSPDFTFGFEESLEVDTNPLLGAGKFATDPAVTLAHELIHAEHRLYGIAINPNRVFKVNTNAYYEMSGLEVSFEELRTFGGHDAKFIDSLQENEFRLYYYNKFKDVASTLNKAKSIIGTTASLQYMKNVFKEKYLLSEDTSGKFSVDKLKFDKLYKMLTEIYTEDNFVNFFKVINRKTYLNFDKAVFRINIVPDENYTIKDGFNLKGANLSTNFNGQNTEINSRNFTRLKNFTGLFEF. The pIC50 is 4.9. (2) The pIC50 is 7.0. The target protein (O35493) has sequence MRHSKRTHCPDWDSRESWGHESYSGSHKRKRRSHSSTQENRHCKPHHQFKDSDCHYLEARCLNERDYRDRRYIDEYRNDYCEGYVPRHYHRDVESTYRIHCSKSSVRSRRSSPKRKRNRPCASHQSHSKSHRRKRSRSIEDDEEGHLICQSGDVLRARYEIVDTLGEGAFGKVVECIDHGMDGLHVAVKIVKNVGRYREAARSEIQVLEHLNSTDPNSVFRCVQMLEWFDHHGHVCIVFELLGLSTYDFIKENSFLPFQIDHIRQMAYQICQSINFLHHNKLTHTDLKPENILFVKSDYVVKYNSKMKRDERTLKNTDIKVVDFGSATYDDEHHSTLVSTRHYRAPEVILALGWSQPCDVWSIGCILIEYYLGFTVFQTHDSKEHLAMMERILGPIPAHMIQKTRKRKYFHHNQLDWDEHSSAGRYVRRRCKPLKEFMLCHDEEHEKLFDLVRRMLEYDPARRITLDEALQHPFFDLLKRK. The small molecule is CSc1ccc2ncc(-c3ccc4[nH]ccc4c3)n2n1. (3) The small molecule is Cc1ccccc1NC(=O)Nc1cccc([N+](=O)[O-])c1. The target protein (O00571) has sequence MSHVAVENALGLDQQFAGLDLNSSDNQSGGSTASKGRYIPPHLRNREATKGFYDKDSSGWSSSKDKDAYSSFGSRSDSRGKSSFFSDRGSGSRGRFDDRGRSDYDGIGSRGDRSGFGKFERGGNSRWCDKSDEDDWSKPLPPSERLEQELFSGGNTGINFEKYDDIPVEATGNNCPPHIESFSDVEMGEIIMGNIELTRYTRPTPVQKHAIPIIKEKRDLMACAQTGSGKTAAFLLPILSQIYSDGPGEALRAMKENGRYGRRKQYPISLVLAPTRELAVQIYEEARKFSYRSRVRPCVVYGGADIGQQIRDLERGCHLLVATPGRLVDMMERGKIGLDFCKYLVLDEADRMLDMGFEPQIRRIVEQDTMPPKGVRHTMMFSATFPKEIQMLARDFLDEYIFLAVGRVGSTSENITQKVVWVEESDKRSFLLDLLNATGKDSLTLVFVETKKGADSLEDFLYHEGYACTSIHGDRSQRDREEALHQFRSGKSPILVATAV.... The pIC50 is 4.7. (4) The small molecule is O=c1oc2ccc(-c3ccc(F)cc3F)cc2c(=O)n1-c1cccc(C(F)(F)F)c1. The pIC50 is 5.4. The target protein (O35235) has sequence MRRASRDYGKYLRSSEEMGSGPGVPHEGPLHPAPSAPAPAPPPAASRSMFLALLGLGLGQVVCSIALFLYFRAQMDPNRISEDSTHCFYRILRLHENADLQDSTLESEDTLPDSCRRMKQAFQGAVQKELQHIVGPQRFSGAPAMMEGSWLDVAQRGKPEAQPFAHLTINAASIPSGSHKVTLSSWYHDRGWAKISNMTLSNGKLRVNQDGFYYLYANICFRHHETSGSVPTDYLQLMVYVVKTSIKIPSSHNLMKGGSTKNWSGNSEFHFYSINVGGFFKLRAGEEISIQVSNPSLLDPDQDATYFGAFKVQDID. (5) The compound is Cc1ccc(C(=O)Nc2ccccc2F)cc1Nc1nccc(-c2cccnc2)n1. The target protein sequence is MVDPVGFAEAWKAQFPDSEPPRMELRSVGDIEQELERCKASIRRLEQEVNQERFRMIYLQTLLAKEKKSYDRQRWGFRRAAQAPDGASEPRASASRPQPAPADGADPPPAEEPEARPDGEGSPGKARPGTARRPGAAASGERDDRGPPASVAALRSNFERIRKGHGQPGADAEKPFYVNVEFHHERGLVKVNDKEVSDRISSLGSQAMQMERKKSQHGAGSSVGDASRPPYRGRSSESSCGVDGDYEDAELNPRFLKDNLIDANGGSRPPWPPLEYQPYQSIYVGGMMEGEGKGPLLRSQSTSEQEKRLTWPRRSYSPRSFEDCGGGYTPDCSSNENLTSSEEDFSSGQSSRVSPSPTTYRMFRDKSRSPSQNSQQSFDSSSPPTPQCHKRHRHCPVVVSEATIVGVRKTGQIWPNDGEGAFHGDADGSFGTPPGYGCAADRAEEQRRHQDGLPYIDDSPSSSPHLSSKGRGSRDALVSGALESTKASELDLEKGLEMRK.... The pIC50 is 6.2. (6) The compound is Cc1ccc(C(=O)NC(N)=Nc2ccc(C(C)(C)C)cc2)cc1. The target protein (Q99250) has sequence MAQSVLVPPGPDSFRFFTRESLAAIEQRIAEEKAKRPKQERKDEDDENGPKPNSDLEAGKSLPFIYGDIPPEMVSVPLEDLDPYYINKKTFIVLNKGKAISRFSATPALYILTPFNPIRKLAIKILVHSLFNMLIMCTILTNCVFMTMSNPPDWTKNVEYTFTGIYTFESLIKILARGFCLEDFTFLRDPWNWLDFTVITFAYVTEFVDLGNVSALRTFRVLRALKTISVIPGLKTIVGALIQSVKKLSDVMILTVFCLSVFALIGLQLFMGNLRNKCLQWPPDNSSFEINITSFFNNSLDGNGTTFNRTVSIFNWDEYIEDKSHFYFLEGQNDALLCGNSSDAGQCPEGYICVKAGRNPNYGYTSFDTFSWAFLSLFRLMTQDFWENLYQLTLRAAGKTYMIFFVLVIFLGSFYLINLILAVVAMAYEEQNQATLEEAEQKEAEFQQMLEQLKKQQEEAQAAAAAASAESRDFSGAGGIGVFSESSSVASKLSSKSEKE.... The pIC50 is 4.6.